Dataset: NCI-60 drug combinations with 297,098 pairs across 59 cell lines. Task: Regression. Given two drug SMILES strings and cell line genomic features, predict the synergy score measuring deviation from expected non-interaction effect. Drug 1: C1CN1C2=NC(=NC(=N2)N3CC3)N4CC4. Drug 2: CC1C(C(CC(O1)OC2CC(CC3=C2C(=C4C(=C3O)C(=O)C5=C(C4=O)C(=CC=C5)OC)O)(C(=O)C)O)N)O.Cl. Cell line: NCI-H522. Synergy scores: CSS=45.7, Synergy_ZIP=-2.99, Synergy_Bliss=3.33, Synergy_Loewe=2.87, Synergy_HSA=5.79.